Dataset: Peptide-MHC class II binding affinity with 134,281 pairs from IEDB. Task: Regression. Given a peptide amino acid sequence and an MHC pseudo amino acid sequence, predict their binding affinity value. This is MHC class II binding data. (1) The peptide sequence is NELQIVDKIDAAFKI. The binding affinity (normalized) is 0.396. The MHC is DRB1_1302 with pseudo-sequence DRB1_1302. (2) The peptide sequence is KTKEGVLYVGSKTKE. The MHC is HLA-DQA10401-DQB10402 with pseudo-sequence HLA-DQA10401-DQB10402. The binding affinity (normalized) is 0. (3) The peptide sequence is GELQIVDIIDAAFKI. The MHC is DRB1_0101 with pseudo-sequence DRB1_0101. The binding affinity (normalized) is 0.584. (4) The peptide sequence is YLYNIIKNREGYEMVFD. The MHC is DRB1_1501 with pseudo-sequence DRB1_1501. The binding affinity (normalized) is 0. (5) The peptide sequence is EKKYFPATQFEPLAA. The MHC is HLA-DPA10103-DPB10401 with pseudo-sequence HLA-DPA10103-DPB10401. The binding affinity (normalized) is 0.733. (6) The peptide sequence is ASVIPPARLFKAFVL. The MHC is HLA-DQA10301-DQB10302 with pseudo-sequence HLA-DQA10301-DQB10302. The binding affinity (normalized) is 0.219. (7) The peptide sequence is YGSFVRTVSLPVGAD. The MHC is DRB1_0701 with pseudo-sequence DRB1_0701. The binding affinity (normalized) is 0.774.